This data is from Forward reaction prediction with 1.9M reactions from USPTO patents (1976-2016). The task is: Predict the product of the given reaction. (1) Given the reactants [C:1]([C:3](=[N:9]O)[C:4]([O:6][CH2:7][CH3:8])=[O:5])#[N:2].CCCCCCC, predict the reaction product. The product is: [CH2:7]([O:6][C:4](=[O:5])[CH:3]([NH2:9])[C:1]#[N:2])[CH3:8]. (2) Given the reactants [NH2:1][C:2]1[N:3]([CH3:25])[C:4](=[O:24])[C:5]2([C:15]3[C:10](=[CH:11][CH:12]=[C:13](Br)[CH:14]=3)[O:9][CH:8]([C:17]3[CH:22]=[CH:21][CH:20]=[C:19]([Cl:23])[CH:18]=3)[CH2:7]2)[N:6]=1.[C:26]([C:28]1[CH:33]=[CH:32][C:31](B(O)O)=[CH:30][CH:29]=1)#[N:27], predict the reaction product. The product is: [NH2:1][C:2]1[N:3]([CH3:25])[C:4](=[O:24])[C:5]2([C:15]3[C:10](=[CH:11][CH:12]=[C:13]([C:30]4[CH:29]=[C:28]([CH:33]=[CH:32][CH:31]=4)[C:26]#[N:27])[CH:14]=3)[O:9][CH:8]([C:17]3[CH:22]=[CH:21][CH:20]=[C:19]([Cl:23])[CH:18]=3)[CH2:7]2)[N:6]=1. (3) Given the reactants [OH:1][CH2:2][CH2:3][CH2:4][O:5][C:6]1[CH:11]=[CH:10][C:9]([C:12]([F:15])([F:14])[F:13])=[CH:8][N:7]=1.O[N:17]1[C:21](=[O:22])[C:20]2=[CH:23][CH:24]=[CH:25][CH:26]=[C:19]2[C:18]1=[O:27].C1(P(C2C=CC=CC=2)C2C=CC=CC=2)C=CC=CC=1.N(C(OC(C)C)=O)=NC(OC(C)C)=O, predict the reaction product. The product is: [F:14][C:12]([F:15])([F:13])[C:9]1[CH:10]=[CH:11][C:6]([O:5][CH2:4][CH2:3][CH2:2][O:1][N:17]2[C:18](=[O:27])[C:19]3=[CH:26][CH:25]=[CH:24][CH:23]=[C:20]3[C:21]2=[O:22])=[N:7][CH:8]=1. (4) Given the reactants [CH:1]12[CH2:9][CH2:8][CH:5]([CH2:6][CH2:7]1)[CH2:4][N:3]([C:10]([CH2:12][N:13]1[C:19]3[C:20]([Cl:24])=[CH:21][CH:22]=[CH:23][C:18]=3[C:17]([C:25]3[CH:30]=[CH:29][CH:28]=[CH:27][C:26]=3[F:31])=[N:16][CH:15]([NH:32]C(OC(C)(C)C)=O)[C:14]1=[O:40])=[O:11])[CH2:2]2.Cl.C(=O)(O)[O-].[Na+], predict the reaction product. The product is: [NH2:32][CH:15]1[N:16]=[C:17]([C:25]2[CH:30]=[CH:29][CH:28]=[CH:27][C:26]=2[F:31])[C:18]2[CH:23]=[CH:22][CH:21]=[C:20]([Cl:24])[C:19]=2[N:13]([CH2:12][C:10]([N:3]2[CH2:4][CH:5]3[CH2:8][CH2:9][CH:1]([CH2:7][CH2:6]3)[CH2:2]2)=[O:11])[C:14]1=[O:40]. (5) Given the reactants [F:1][C:2]1[CH:7]=[C:6]([C:8](O)=[O:9])[CH:5]=[CH:4][C:3]=1[C:11]1[CH:16]=[CH:15][C:14]([O:17][CH2:18][CH:19]2[CH2:24][CH2:23][N:22]([CH2:25][C:26]([F:29])([CH3:28])[CH3:27])[CH2:21][CH2:20]2)=[CH:13][CH:12]=1.Cl.[NH:31]1[CH2:36][CH2:35][CH2:34][C@@H:33]([OH:37])[CH2:32]1.F[P-](F)(F)(F)(F)F.N1(O[P+](N(C)C)(N(C)C)N(C)C)C2C=CC=CC=2N=N1.CCN(CC)CC.[NH4+].[Cl-], predict the reaction product. The product is: [F:1][C:2]1[CH:7]=[C:6]([C:8]([N:31]2[CH2:36][CH2:35][CH2:34][C@@H:33]([OH:37])[CH2:32]2)=[O:9])[CH:5]=[CH:4][C:3]=1[C:11]1[CH:12]=[CH:13][C:14]([O:17][CH2:18][CH:19]2[CH2:24][CH2:23][N:22]([CH2:25][C:26]([F:29])([CH3:27])[CH3:28])[CH2:21][CH2:20]2)=[CH:15][CH:16]=1. (6) Given the reactants [O:1]=[C:2]([N:27]1[CH2:31][CH2:30][CH2:29][CH2:28]1)[C@@H:3]([NH:18][C:19](=[O:26])[C:20]1[CH:25]=[CH:24][CH:23]=[CH:22][CH:21]=1)[CH2:4][CH2:5][CH2:6][CH2:7][NH:8][C@@H:9]1[CH2:11][C@H:10]1[C:12]1[CH:17]=[CH:16][CH:15]=[CH:14][CH:13]=1.[C:32]([NH:40][C@@H:41]([CH2:45][CH2:46][CH2:47][CH2:48][OH:49])[C:42]([OH:44])=O)(=[O:39])[C:33]1[CH:38]=[CH:37][CH:36]=[CH:35][CH:34]=1.[NH:50]1[CH2:55][CH2:54][O:53][CH2:52][CH2:51]1.C(OP(ON1C(=O)C2C=CC=CC=2N=N1)(OCC)=O)C.N1C=CN=C1, predict the reaction product. The product is: [O:39]1[CH2:30][CH2:31][N:27]([C:2](=[O:1])[C@@H:3]([NH:18][C:19](=[O:26])[C:20]2[CH:25]=[CH:24][CH:23]=[CH:22][CH:21]=2)[CH2:4][CH2:5][CH2:6][CH2:7][NH:8][C@@H:9]2[CH2:11][C@H:10]2[C:12]2[CH:13]=[CH:14][CH:15]=[CH:16][CH:17]=2)[CH2:28][CH2:29]1.[OH:49][CH2:48][CH2:47][CH2:46][CH2:45][C@H:41]([NH:40][C:32](=[O:39])[C:33]1[CH:34]=[CH:35][CH:36]=[CH:37][CH:38]=1)[C:42]([N:50]1[CH2:55][CH2:54][O:53][CH2:52][CH2:51]1)=[O:44]. (7) Given the reactants Cl[C:2]1[N:7]=[C:6]2[N:8]([CH3:22])[C:9](=[O:21])[N:10]([C:13]3[C:14]([Cl:20])=N[CH:16]=[CH:17][C:18]=3[Cl:19])[C:11](=[NH:12])[C:5]2=[CH:4][N:3]=1.[CH3:23][N:24]([CH2:26][CH:27]1[O:32][CH2:31][CH2:30][N:29]([C:33]2[CH:39]=[CH:38][C:36]([NH2:37])=[CH:35][CH:34]=2)[CH2:28]1)[CH3:25].[CH2:40](O)CCC, predict the reaction product. The product is: [Cl:20][C:14]1[CH:40]=[CH:16][CH:17]=[C:18]([Cl:19])[C:13]=1[N:10]1[C:11](=[NH:12])[C:5]2[C:6](=[N:7][C:2]([NH:37][C:36]3[CH:35]=[CH:34][C:33]([N:29]4[CH2:30][CH2:31][O:32][CH:27]([CH2:26][N:24]([CH3:23])[CH3:25])[CH2:28]4)=[CH:39][CH:38]=3)=[N:3][CH:4]=2)[N:8]([CH3:22])[C:9]1=[O:21]. (8) Given the reactants [Br:1][C:2]1[CH:3]=[C:4]([N:10]2[CH2:15][CH2:14][O:13][CH2:12][CH2:11]2)[C:5]([O:8]C)=[N:6][CH:7]=1.Cl, predict the reaction product. The product is: [Br:1][C:2]1[CH:3]=[C:4]([N:10]2[CH2:15][CH2:14][O:13][CH2:12][CH2:11]2)[C:5](=[O:8])[NH:6][CH:7]=1.